Dataset: Merck oncology drug combination screen with 23,052 pairs across 39 cell lines. Task: Regression. Given two drug SMILES strings and cell line genomic features, predict the synergy score measuring deviation from expected non-interaction effect. (1) Drug 1: CCN(CC)CCNC(=O)c1c(C)[nH]c(C=C2C(=O)Nc3ccc(F)cc32)c1C. Drug 2: CC1(c2nc3c(C(N)=O)cccc3[nH]2)CCCN1. Cell line: SKMES1. Synergy scores: synergy=10.2. (2) Drug 1: O=C(O)C1(Cc2cccc(Nc3nccs3)n2)CCC(Oc2cccc(Cl)c2F)CC1. Drug 2: NC(=O)c1cccc2cn(-c3ccc(C4CCCNC4)cc3)nc12. Cell line: COLO320DM. Synergy scores: synergy=3.65.